This data is from Reaction yield outcomes from USPTO patents with 853,638 reactions. The task is: Predict the reaction yield, written as a fraction of the theoretical maximum amount of product (1.0 means a 100% yield; for example, 0.34 means a 34% yield). (1) The reactants are [Cl:1][C:2]1[CH:28]=[CH:27][C:5]([CH2:6][NH:7][C:8]([C:10]2[C:19](=[O:20])[C:18]3[C:13](=[N:14][C:15]([CH3:25])=[C:16]([C:21]#[C:22][CH2:23][OH:24])[CH:17]=3)[N:12]([CH3:26])[CH:11]=2)=[O:9])=[CH:4][CH:3]=1. The catalyst is C(Cl)Cl.CO.[Pd]. The product is [Cl:1][C:2]1[CH:3]=[CH:4][C:5]([CH2:6][NH:7][C:8]([C:10]2[C:19](=[O:20])[C:18]3[C:13](=[N:14][C:15]([CH3:25])=[C:16]([CH2:21][CH2:22][CH2:23][OH:24])[CH:17]=3)[N:12]([CH3:26])[CH:11]=2)=[O:9])=[CH:27][CH:28]=1. The yield is 0.660. (2) The reactants are Cl[C:2]1[C:7]([CH2:8][NH:9][C:10](=[O:26])[CH:11]([C:13]2[CH:18]=[CH:17][C:16]([CH2:19][NH:20][S:21]([CH3:24])(=[O:23])=[O:22])=[C:15]([F:25])[CH:14]=2)[CH3:12])=[CH:6][CH:5]=[C:4]([C:27]([F:30])([F:29])[F:28])[N:3]=1.[C:31]1(C)[C:32](CCO)=[CH:33][CH:34]=[CH:35][CH:36]=1.C1(B(CO)CO)C=CC=CC=1.C(=O)([O-])[O-].[Na+].[Na+].O=O. The catalyst is C1C=CC([P]([Pd]([P](C2C=CC=CC=2)(C2C=CC=CC=2)C2C=CC=CC=2)([P](C2C=CC=CC=2)(C2C=CC=CC=2)C2C=CC=CC=2)[P](C2C=CC=CC=2)(C2C=CC=CC=2)C2C=CC=CC=2)(C2C=CC=CC=2)C2C=CC=CC=2)=CC=1. The product is [F:25][C:15]1[CH:14]=[C:13]([CH:11]([CH3:12])[C:10]([NH:9][CH2:8][C:7]2[C:2]([C:31]3[CH:32]=[CH:33][CH:34]=[CH:35][CH:36]=3)=[N:3][C:4]([C:27]([F:30])([F:29])[F:28])=[CH:5][CH:6]=2)=[O:26])[CH:18]=[CH:17][C:16]=1[CH2:19][NH:20][S:21]([CH3:24])(=[O:23])=[O:22]. The yield is 0.840. (3) The reactants are [C:1](N1C=CC=CC1=O)(N1C=CC=CC1=O)=[S:2].[CH3:17][O:18][CH2:19][C:20]1[N:25]=[CH:24][N:23]=[C:22]([NH2:26])[CH:21]=1. The catalyst is ClCCl. The product is [N:26]([C:22]1[CH:21]=[C:20]([CH2:19][O:18][CH3:17])[N:25]=[CH:24][N:23]=1)=[C:1]=[S:2]. The yield is 0.490.